This data is from Full USPTO retrosynthesis dataset with 1.9M reactions from patents (1976-2016). The task is: Predict the reactants needed to synthesize the given product. (1) Given the product [CH:1]1[C:10]2[C:5](=[CH:6][CH:7]=[CH:8][CH:9]=2)[CH:4]=[CH:3][C:2]=1[CH2:11][O:12][CH:13]1[CH:18]([C:19]2[CH:20]=[N:21][C:22]([CH2:25][CH2:26][CH2:27][C:28]3[CH:33]=[CH:32][CH:31]=[CH:30][CH:29]=3)=[CH:23][CH:24]=2)[CH2:17][CH2:16][NH:15][CH2:14]1, predict the reactants needed to synthesize it. The reactants are: [CH:1]1[C:10]2[C:5](=[CH:6][CH:7]=[CH:8][CH:9]=2)[CH:4]=[CH:3][C:2]=1[CH2:11][O:12][CH:13]1[CH:18]([C:19]2[CH:20]=[N:21][C:22]([CH2:25][CH2:26][CH2:27][C:28]3[CH:33]=[CH:32][CH:31]=[CH:30][CH:29]=3)=[CH:23][CH:24]=2)[CH2:17][CH2:16][N:15](C(OC(C)(C)C)=O)[CH2:14]1. (2) Given the product [CH2:32]([C:25]1[C:26]2[C:31](=[CH:30][CH:29]=[CH:28][CH:27]=2)[N:23]([C:20]2[N:19]=[C:18]([CH:15]3[CH2:16][CH2:17][N:12]([CH2:11][CH2:10][CH2:9][OH:8])[CH2:13][CH2:14]3)[O:22][N:21]=2)[N:24]=1)[CH3:33], predict the reactants needed to synthesize it. The reactants are: [Si]([O:8][CH2:9][CH2:10][CH2:11][N:12]1[CH2:17][CH2:16][CH:15]([C:18]2[O:22][N:21]=[C:20]([N:23]3[C:31]4[C:26](=[CH:27][CH:28]=[CH:29][CH:30]=4)[C:25]([CH2:32][CH3:33])=[N:24]3)[N:19]=2)[CH2:14][CH2:13]1)(C(C)(C)C)(C)C.[F-].C([N+](CCCC)(CCCC)CCCC)CCC.O.